This data is from Reaction yield outcomes from USPTO patents with 853,638 reactions. The task is: Predict the reaction yield, written as a fraction of the theoretical maximum amount of product (1.0 means a 100% yield; for example, 0.34 means a 34% yield). (1) The reactants are [OH:1][C:2]1[CH:7]=[CH:6][C:5]([C:8]([C:10]2[CH:15]=[CH:14][C:13]([CH2:16][C:17]([O:19][CH3:20])=[O:18])=[CH:12][CH:11]=2)=O)=[CH:4][CH:3]=1.[CH3:21][C:22]1([CH3:31])[CH2:27][C:26]([CH3:29])([CH3:28])[CH2:25][C:24](=O)[CH2:23]1.C([O-])([O-])=O.[K+].[K+]. The catalyst is C1COCC1.[Zn].Cl[Ti](Cl)(Cl)Cl. The product is [OH:1][C:2]1[CH:7]=[CH:6][C:5]([C:8](=[C:24]2[CH2:25][C:26]([CH3:29])([CH3:28])[CH2:27][C:22]([CH3:31])([CH3:21])[CH2:23]2)[C:10]2[CH:15]=[CH:14][C:13]([CH2:16][C:17]([O:19][CH3:20])=[O:18])=[CH:12][CH:11]=2)=[CH:4][CH:3]=1. The yield is 0.720. (2) The reactants are [OH:1][C:2]1[C:3]([O:21][CH3:22])=[CH:4][C:5]2[C:18](=[O:19])[N:10]3[C:11]4[C:16]([CH2:17][CH:9]3[CH2:8][NH:7][C:6]=2[CH:20]=1)=[CH:15][CH:14]=[CH:13][CH:12]=4.[C:23](O[C:23]([O:25][C:26]([CH3:29])([CH3:28])[CH3:27])=[O:24])([O:25][C:26]([CH3:29])([CH3:28])[CH3:27])=[O:24].C(N(CC)CC)C. The catalyst is CO.CN(C1C=CN=CC=1)C. The product is [OH:1][C:2]1[C:3]([O:21][CH3:22])=[CH:4][C:5]2[C:18](=[O:19])[N:10]3[C:11]4[C:16]([CH2:17][CH:9]3[CH2:8][N:7]([C:23]([O:25][C:26]([CH3:29])([CH3:28])[CH3:27])=[O:24])[C:6]=2[CH:20]=1)=[CH:15][CH:14]=[CH:13][CH:12]=4. The yield is 0.520. (3) The yield is 0.860. The catalyst is C(O)(=O)C. The reactants are [CH2:1]([C:8]1[C:12]2[C:13](=[O:29])[N:14]([C:21]3[CH:26]=[CH:25][C:24]([O:27]C)=[CH:23][CH:22]=3)[C:15]3[N:16]=[CH:17][CH:18]=[CH:19][C:20]=3[C:11]=2[NH:10][N:9]=1)[C:2]1[CH:7]=[CH:6][CH:5]=[CH:4][CH:3]=1.Br.O. The product is [CH2:1]([C:8]1[C:12]2[C:13](=[O:29])[N:14]([C:21]3[CH:22]=[CH:23][C:24]([OH:27])=[CH:25][CH:26]=3)[C:15]3[N:16]=[CH:17][CH:18]=[CH:19][C:20]=3[C:11]=2[NH:10][N:9]=1)[C:2]1[CH:7]=[CH:6][CH:5]=[CH:4][CH:3]=1.